This data is from Full USPTO retrosynthesis dataset with 1.9M reactions from patents (1976-2016). The task is: Predict the reactants needed to synthesize the given product. (1) Given the product [CH3:46][N:39]([CH2:38][C:37]1[CH:11]=[CH:12][C:13]([NH:16][C:17]([C:19]2[NH:20][C:21]3[C:26]([CH:27]=2)=[C:25]([O:28][CH2:29][CH:30]([CH3:31])[CH3:32])[CH:24]=[CH:23][CH:22]=3)=[O:18])=[CH:14][CH:15]=1)[CH:40]1[CH2:45][CH2:44][O:43][CH2:42][CH2:41]1, predict the reactants needed to synthesize it. The reactants are: N1(CCN2[CH2:15][CH2:14][CH:13]([NH:16][C:17]([C:19]3[NH:20][C:21]4[C:26]([CH:27]=3)=[C:25]([O:28][CH2:29][CH:30]([CH3:32])[CH3:31])[CH:24]=[CH:23][CH:22]=4)=[O:18])[CH2:12][CH2:11]2)CCCCCC1.NC1C=C[C:37]([CH2:38][N:39]([CH3:46])[CH:40]2[CH2:45][CH2:44][O:43][CH2:42][CH2:41]2)=CC=1. (2) Given the product [OH:14][C:11]1[CH:10]=[C:9]2[C:8]([C:6](=[O:7])[CH2:5][CH2:4][O:15]2)=[CH:13][CH:12]=1, predict the reactants needed to synthesize it. The reactants are: [OH-].[Na+].Br[CH2:4][CH2:5][C:6]([C:8]1[CH:13]=[CH:12][C:11]([OH:14])=[CH:10][C:9]=1[OH:15])=[O:7].S(=O)(=O)(O)O. (3) Given the product [F:31][C:28]1[CH:29]=[CH:30][C:25]2[S:24][CH:23]=[C:22]([C:20](=[O:21])[CH2:19][CH2:18][N:13]([CH:6]3[CH2:5][C:4]4[C:9](=[CH:10][CH:11]=[CH:12][C:3]=4[O:2][CH3:1])[O:8][CH2:7]3)[CH2:14][CH2:15][CH3:16])[C:26]=2[CH:27]=1, predict the reactants needed to synthesize it. The reactants are: [CH3:1][O:2][C:3]1[CH:12]=[CH:11][CH:10]=[C:9]2[C:4]=1[CH2:5][CH:6]([NH:13][CH2:14][CH2:15][CH3:16])[CH2:7][O:8]2.Cl[CH2:18][CH2:19][C:20]([C:22]1[C:26]2[CH:27]=[C:28]([F:31])[CH:29]=[CH:30][C:25]=2[S:24][CH:23]=1)=[O:21].C(=O)([O-])[O-].[K+].[K+].CCCCCC.CCOC(C)=O.